This data is from Reaction yield outcomes from USPTO patents with 853,638 reactions. The task is: Predict the reaction yield, written as a fraction of the theoretical maximum amount of product (1.0 means a 100% yield; for example, 0.34 means a 34% yield). (1) The reactants are [CH2:1]([C:4]1[S:26][C:7]2[N:8]=[C:9]([NH2:25])[N:10]=[C:11]([N:12]3[CH2:17][CH2:16][N:15]4[C:18]([C:21]([F:24])([F:23])[F:22])=[N:19][N:20]=[C:14]4[CH2:13]3)[C:6]=2[CH:5]=1)[CH2:2][CH3:3].C(N(CC)CC)C.[C:34](Cl)(Cl)=[O:35].[CH3:38][O-:39].[Na+]. The catalyst is ClCCl.CO.C(Cl)Cl. The product is [CH3:38][O:39][C:34](=[O:35])[NH:25][C:9]1[N:10]=[C:11]([N:12]2[CH2:17][CH2:16][N:15]3[C:18]([C:21]([F:23])([F:24])[F:22])=[N:19][N:20]=[C:14]3[CH2:13]2)[C:6]2[CH:5]=[C:4]([CH2:1][CH2:2][CH3:3])[S:26][C:7]=2[N:8]=1. The yield is 0.110. (2) The reactants are [NH2:1][C:2]1[CH:3]=[CH:4][C:5]([O:23][CH3:24])=[C:6]([NH:8][C:9]([NH:11][C:12](=[O:22])[C:13]2[CH:18]=[C:17]([F:19])[C:16]([F:20])=[CH:15][C:14]=2[Cl:21])=[O:10])[CH:7]=1.[CH3:25][N:26]=[C:27]=[O:28]. The catalyst is C(#N)C. The product is [Cl:21][C:14]1[CH:15]=[C:16]([F:20])[C:17]([F:19])=[CH:18][C:13]=1[C:12]([NH:11][C:9](=[O:10])[NH:8][C:6]1[CH:7]=[C:2]([NH:1][C:27]([NH:26][CH3:25])=[O:28])[CH:3]=[CH:4][C:5]=1[O:23][CH3:24])=[O:22]. The yield is 0.910. (3) The reactants are CC1CC=CCC=1.[CH2:8]([O:10][CH:11]([O:24][CH2:25][CH3:26])[C:12]1[CH:17]=[CH:16][C:15](/[CH:18]=[CH:19]/[C:20]([O:22][CH3:23])=[O:21])=[CH:14][CH:13]=1)[CH3:9]. The catalyst is [Pd].C(O)C. The product is [CH2:25]([O:24][CH:11]([O:10][CH2:8][CH3:9])[C:12]1[CH:17]=[CH:16][C:15]([CH2:18][CH2:19][C:20]([O:22][CH3:23])=[O:21])=[CH:14][CH:13]=1)[CH3:26]. The yield is 0.890. (4) The reactants are C([Li])CCC.[F:6][C:7]1[CH:8]=[C:9]([N:13]([CH3:23])[C:14](=[O:22])[C:15]2[CH:20]=[CH:19][CH:18]=[C:17](I)[CH:16]=2)[CH:10]=[CH:11][CH:12]=1.[C:24]([O:28][C:29]([N:31]1[CH2:36][CH2:35][CH:34]([C:37](=[O:52])[C:38]2[CH:43]=[CH:42][CH:41]=[C:40]([O:44][Si:45]([C:48]([CH3:51])([CH3:50])[CH3:49])([CH3:47])[CH3:46])[CH:39]=2)[CH2:33][CH2:32]1)=[O:30])([CH3:27])([CH3:26])[CH3:25].[NH4+].[Cl-]. The catalyst is C1COCC1.O. The product is [C:24]([O:28][C:29]([N:31]1[CH2:32][CH2:33][CH:34]([C:37]([C:38]2[CH:43]=[CH:42][CH:41]=[C:40]([O:44][Si:45]([C:48]([CH3:51])([CH3:50])[CH3:49])([CH3:46])[CH3:47])[CH:39]=2)([C:17]2[CH:18]=[CH:19][CH:20]=[C:15]([C:14](=[O:22])[N:13]([C:9]3[CH:10]=[CH:11][CH:12]=[C:7]([F:6])[CH:8]=3)[CH3:23])[CH:16]=2)[OH:52])[CH2:35][CH2:36]1)=[O:30])([CH3:27])([CH3:26])[CH3:25]. The yield is 0.420. (5) The reactants are [NH2:1][C:2]1[C:7]([C:8]([O:10]CC)=O)=[CH:6][C:5]([O:13][CH3:14])=[C:4]([O:15][CH2:16][CH:17]2[CH2:22][CH2:21][N:20]([CH3:23])[CH2:19][CH2:18]2)[CH:3]=1.C(O)(=O)C.[CH:28](N)=[NH:29]. The catalyst is COCCO. The product is [CH3:14][O:13][C:5]1[CH:6]=[C:7]2[C:2](=[CH:3][C:4]=1[O:15][CH2:16][CH:17]1[CH2:18][CH2:19][N:20]([CH3:23])[CH2:21][CH2:22]1)[N:1]=[CH:28][NH:29][C:8]2=[O:10]. The yield is 0.700.